From a dataset of Full USPTO retrosynthesis dataset with 1.9M reactions from patents (1976-2016). Predict the reactants needed to synthesize the given product. (1) Given the product [Br:11][C:10]1[C:3]2[C:2]([Cl:1])=[N:7][CH:6]=[N:5][C:4]=2[NH:8][CH:9]=1, predict the reactants needed to synthesize it. The reactants are: [Cl:1][C:2]1[C:3]2[CH:10]=[CH:9][NH:8][C:4]=2[N:5]=[CH:6][N:7]=1.[Br:11]N1C(=O)CCC1=O. (2) Given the product [NH2:15][C@H:12]1[CH2:13][CH2:14][C@H:9]([NH:8][C:5]2[CH:4]=[C:3]([C:26]3[CH:31]=[CH:30][CH:29]=[C:28]([NH:32][CH2:33][C@H:49]4[CH2:47][CH2:4][CH2:5][N:6]([C:44](=[O:46])[CH3:45])[CH2:7]4)[N:27]=3)[C:2]([Cl:1])=[CH:7][N:6]=2)[CH2:10][CH2:11]1, predict the reactants needed to synthesize it. The reactants are: [Cl:1][C:2]1[C:3]([C:26]2[CH:31]=[CH:30][CH:29]=[C:28]([N:32]([C@H]3CCCNC3)[CH3:33])[N:27]=2)=[CH:4][C:5]([NH:8][C@H:9]2[CH2:14][CH2:13][C@H:12]([NH:15]C(=O)OCC3C=CC=CC=3)[CH2:11][CH2:10]2)=[N:6][CH:7]=1.C(O[C:44](=[O:46])[CH3:45])(=O)C.[C:47](O)([C:49](F)(F)F)=O.